Dataset: NCI-60 drug combinations with 297,098 pairs across 59 cell lines. Task: Regression. Given two drug SMILES strings and cell line genomic features, predict the synergy score measuring deviation from expected non-interaction effect. (1) Drug 1: CNC(=O)C1=NC=CC(=C1)OC2=CC=C(C=C2)NC(=O)NC3=CC(=C(C=C3)Cl)C(F)(F)F. Drug 2: N.N.Cl[Pt+2]Cl. Cell line: OVCAR-8. Synergy scores: CSS=15.0, Synergy_ZIP=-9.31, Synergy_Bliss=-1.48, Synergy_Loewe=-16.7, Synergy_HSA=-2.65. (2) Drug 1: C1CCC(C1)C(CC#N)N2C=C(C=N2)C3=C4C=CNC4=NC=N3. Drug 2: C1=CC(=CC=C1CC(C(=O)O)N)N(CCCl)CCCl.Cl. Cell line: IGROV1. Synergy scores: CSS=16.0, Synergy_ZIP=-9.84, Synergy_Bliss=-5.00, Synergy_Loewe=-10.4, Synergy_HSA=-2.82. (3) Drug 1: CC1CC(C(C(C=C(C(C(C=CC=C(C(=O)NC2=CC(=O)C(=C(C1)C2=O)OC)C)OC)OC(=O)N)C)C)O)OC. Drug 2: CC(C)(C#N)C1=CC=C(C=C1)N2C3=C4C=C(C=CC4=NC=C3N(C2=O)C)C5=CC6=CC=CC=C6N=C5. Cell line: OVCAR3. Synergy scores: CSS=66.8, Synergy_ZIP=1.50, Synergy_Bliss=0.0496, Synergy_Loewe=-11.1, Synergy_HSA=4.16. (4) Cell line: NCIH23. Drug 2: CC1(CCCN1)C2=NC3=C(C=CC=C3N2)C(=O)N. Drug 1: CC1=C(C(=CC=C1)Cl)NC(=O)C2=CN=C(S2)NC3=CC(=NC(=N3)C)N4CCN(CC4)CCO. Synergy scores: CSS=27.8, Synergy_ZIP=0.181, Synergy_Bliss=0.894, Synergy_Loewe=-8.16, Synergy_HSA=1.77. (5) Drug 1: C1=NC2=C(N=C(N=C2N1C3C(C(C(O3)CO)O)O)F)N. Drug 2: C1=CN(C=N1)CC(O)(P(=O)(O)O)P(=O)(O)O. Cell line: OVCAR-5. Synergy scores: CSS=0.258, Synergy_ZIP=0.879, Synergy_Bliss=1.14, Synergy_Loewe=0.475, Synergy_HSA=-0.302. (6) Drug 1: CS(=O)(=O)CCNCC1=CC=C(O1)C2=CC3=C(C=C2)N=CN=C3NC4=CC(=C(C=C4)OCC5=CC(=CC=C5)F)Cl. Drug 2: CC1=C(N=C(N=C1N)C(CC(=O)N)NCC(C(=O)N)N)C(=O)NC(C(C2=CN=CN2)OC3C(C(C(C(O3)CO)O)O)OC4C(C(C(C(O4)CO)O)OC(=O)N)O)C(=O)NC(C)C(C(C)C(=O)NC(C(C)O)C(=O)NCCC5=NC(=CS5)C6=NC(=CS6)C(=O)NCCC[S+](C)C)O. Cell line: HOP-62. Synergy scores: CSS=51.9, Synergy_ZIP=-1.11, Synergy_Bliss=-2.92, Synergy_Loewe=-23.8, Synergy_HSA=0.527.